Dataset: Forward reaction prediction with 1.9M reactions from USPTO patents (1976-2016). Task: Predict the product of the given reaction. (1) Given the reactants [CH2:1]([O:8][C:9]1[CH:10]=[N:11][C:12]([C:15]2[CH:16]=[C:17]([CH:32]=[CH:33][CH:34]=2)[CH2:18][C:19]2[C:24](=[O:25])[CH:23]=[CH:22][N:21]([C:26]3[CH:27]=[N:28][N:29]([CH3:31])[CH:30]=3)[N:20]=2)=[N:13][CH:14]=1)[C:2]1[CH:7]=[CH:6][CH:5]=[CH:4][CH:3]=1.[CH2:35](OC1C=NC(C2C=C(C(C3C(=O)C=CN(C4C=NN(C)C=4)N=3)C)C=CC=2)=NC=1)C, predict the reaction product. The product is: [CH2:1]([O:8][C:9]1[CH:14]=[N:13][C:12]([C:15]2[CH:16]=[C:17]([CH:18]([C:19]3[C:24](=[O:25])[CH:23]=[CH:22][N:21]([C:26]4[CH:27]=[N:28][N:29]([CH3:31])[CH:30]=4)[N:20]=3)[CH3:35])[CH:32]=[CH:33][CH:34]=2)=[N:11][CH:10]=1)[C:2]1[CH:3]=[CH:4][CH:5]=[CH:6][CH:7]=1. (2) Given the reactants [C:1]([O:5][C:6]([N:8]1[CH2:11][CH2:10][C@H:9]1[CH2:12]OS(C)(=O)=O)=[O:7])([CH3:4])([CH3:3])[CH3:2].[F-:18].C([N+](CCCC)(CCCC)CCCC)CCC, predict the reaction product. The product is: [C:1]([O:5][C:6]([N:8]1[CH2:11][CH2:10][C@H:9]1[CH2:12][F:18])=[O:7])([CH3:4])([CH3:3])[CH3:2]. (3) Given the reactants [ClH:1].[C:2]1([O:12][CH:13]2[CH2:17][CH2:16][NH:15][CH2:14]2)[C:11]2[CH2:10][CH2:9][CH2:8]C[C:6]=2[CH:5]=[CH:4][CH:3]=1.[C:18]1([O:28]C2CCN(CC3C=CC=CC=3)C2)C2CCCCC=2C=CC=1, predict the reaction product. The product is: [ClH:1].[CH3:18][O:28][C:3]1[C:2]([O:12][C@H:13]2[CH2:17][CH2:16][NH:15][CH2:14]2)=[C:11]2[C:6](=[CH:5][CH:4]=1)[CH2:8][CH2:9][CH2:10]2. (4) Given the reactants [CH3:1][C:2]1[C:11](=[O:12])[C:10]([CH3:13])=[CH:9][C:4]2([O:8][CH2:7][CH2:6][O:5]2)[CH:3]=1.[H-].[Na+].[I-].[CH3:17][S+](C)(C)=O.O1CC[CH2:24][CH2:23]1, predict the reaction product. The product is: [C:23]([C:11]1([OH:12])[C:2]2([CH3:17])[CH:3]([CH2:1]2)[C:4]2([O:5][CH2:6][CH2:7][O:8]2)[CH:9]=[C:10]1[CH3:13])#[CH:24].